This data is from Forward reaction prediction with 1.9M reactions from USPTO patents (1976-2016). The task is: Predict the product of the given reaction. (1) Given the reactants [F:1][C:2]([F:27])([F:26])[C:3]1[CH:8]=[CH:7][N:6]2[CH:9]=[C:10]([CH2:12][C@@H:13]3[CH2:18][CH2:17][CH2:16][CH2:15][N:14]3[C:19]([O:21][C:22]([CH3:25])([CH3:24])[CH3:23])=[O:20])[N:11]=[C:5]2[CH:4]=1.C1C(=O)N([Cl:35])C(=O)C1, predict the reaction product. The product is: [Cl:35][C:9]1[N:6]2[CH:7]=[CH:8][C:3]([C:2]([F:26])([F:1])[F:27])=[CH:4][C:5]2=[N:11][C:10]=1[CH2:12][C@@H:13]1[CH2:18][CH2:17][CH2:16][CH2:15][N:14]1[C:19]([O:21][C:22]([CH3:23])([CH3:24])[CH3:25])=[O:20]. (2) Given the reactants F[C:2]1[CH:3]=[C:4]([C:9]2[O:13][N:12]=[C:11]([C:14]([N:16]3[CH2:21][C@H:20]([CH2:22][CH:23]([CH3:25])[CH3:24])[NH:19][C:18](=[O:26])[C@@H:17]3[CH2:27][CH:28]([CH3:30])[CH3:29])=[O:15])[CH:10]=2)[CH:5]=[CH:6][C:7]=1F.C([C@@H]1NC[C@H](CC(C)C)NC1=O)C(C)C.[F:46][C:47]([F:64])([F:63])[O:48]C1C=C(C2ON=C(C(O)=O)C=2)C=CC=1, predict the reaction product. The product is: [CH2:27]([C@@H:17]1[N:16]([C:14]([C:11]2[CH:10]=[C:9]([C:4]3[CH:5]=[CH:6][CH:7]=[C:2]([O:48][C:47]([F:64])([F:63])[F:46])[CH:3]=3)[O:13][N:12]=2)=[O:15])[CH2:21][C@H:20]([CH2:22][CH:23]([CH3:24])[CH3:25])[NH:19][C:18]1=[O:26])[CH:28]([CH3:30])[CH3:29]. (3) Given the reactants BrBr.[OH-:3].[Na+].[CH3:5][O:6][C:7]1[CH:12]=[CH:11][C:10]([C:13]2[CH:18]=[CH:17][C:16]([C:19](=[O:21])C)=[CH:15][CH:14]=2)=[CH:9][CH:8]=1, predict the reaction product. The product is: [CH3:5][O:6][C:7]1[CH:8]=[CH:9][C:10]([C:13]2[CH:14]=[CH:15][C:16]([C:19]([OH:21])=[O:3])=[CH:17][CH:18]=2)=[CH:11][CH:12]=1. (4) Given the reactants [Cl:1][C:2]1[CH:7]=[C:6]([F:8])[C:5](B2OC(C)(C)C(C)(C)O2)=[CH:4][N:3]=1.Br[C:19]1[CH:24]=[C:23]([N+:25]([O-:27])=[O:26])[CH:22]=[CH:21][C:20]=1[O:28][C:29]1[CH:34]=[CH:33][C:32]([F:35])=[CH:31][C:30]=1[F:36].C1(P(C2CCCCC2)C2CCCCC2)CCCCC1.[O-]P([O-])([O-])=O.[K+].[K+].[K+], predict the reaction product. The product is: [Cl:1][C:2]1[CH:7]=[C:6]([F:8])[C:5]([C:21]2[CH:22]=[C:23]([N+:25]([O-:27])=[O:26])[CH:24]=[CH:19][C:20]=2[O:28][C:29]2[CH:34]=[CH:33][C:32]([F:35])=[CH:31][C:30]=2[F:36])=[CH:4][N:3]=1. (5) Given the reactants [O:1]1[CH2:6][CH2:5][CH2:4][CH2:3][CH:2]1[O:7][CH2:8][CH2:9][OH:10].[H-].[Na+].Br.Cl[C:15]1[CH:16]=[C:17]([CH3:25])[C:18]2[N:19]([C:21]([NH2:24])=[N:22][N:23]=2)[N:20]=1.O, predict the reaction product. The product is: [CH3:25][C:17]1[C:18]2[N:19]([C:21]([NH2:24])=[N:22][N:23]=2)[N:20]=[C:15]([O:10][CH2:9][CH2:8][O:7][CH:2]2[CH2:3][CH2:4][CH2:5][CH2:6][O:1]2)[CH:16]=1. (6) Given the reactants [H-].[Na+].[CH2:3]([OH:10])[C:4]1[CH:9]=[CH:8][CH:7]=[CH:6][CH:5]=1.FC1C(F)=CC=CC=1CS([C:18]1[N:19]=[C:20]([NH:28][C@@H:29]([CH2:34][OH:35])[CH2:30][CH:31]([CH3:33])[CH3:32])[C:21]2[S:26][C:25](=[O:27])[NH:24][C:22]=2[N:23]=1)(=O)=O, predict the reaction product. The product is: [CH2:3]([O:10][C:18]1[N:19]=[C:20]([NH:28][C@@H:29]([CH2:34][OH:35])[CH2:30][CH:31]([CH3:32])[CH3:33])[C:21]2[S:26][C:25](=[O:27])[NH:24][C:22]=2[N:23]=1)[C:4]1[CH:9]=[CH:8][CH:7]=[CH:6][CH:5]=1. (7) Given the reactants [CH3:1][C:2]1([CH3:14])[O:6][C:5](=[O:7])[NH:4][C@H:3]1[C:8]1[CH:13]=[CH:12][CH:11]=[CH:10][CH:9]=1.[Br:15][C:16]1[CH:21]=[CH:20][C:19](Br)=[CH:18][CH:17]=1.P([O-])([O-])([O-])=O.[K+].[K+].[K+].CNCCNC, predict the reaction product. The product is: [Br:15][C:16]1[CH:21]=[CH:20][C:19]([N:4]2[C@@H:3]([C:8]3[CH:9]=[CH:10][CH:11]=[CH:12][CH:13]=3)[C:2]([CH3:14])([CH3:1])[O:6][C:5]2=[O:7])=[CH:18][CH:17]=1.